Dataset: Forward reaction prediction with 1.9M reactions from USPTO patents (1976-2016). Task: Predict the product of the given reaction. (1) Given the reactants [O:1]1[C:5]2[CH:6]=[CH:7][C:8]([CH2:10][NH:11][CH2:12][CH2:13][CH2:14]Br)=[CH:9][C:4]=2[O:3][CH2:2]1.[CH3:28][C:27]([O:26][C:24](O[C:24]([O:26][C:27]([CH3:30])([CH3:29])[CH3:28])=[O:25])=[O:25])([CH3:30])[CH3:29].[CH2:31]([N:33](CC)CC)C.CN.C(O)C.C([O-])([O-])=O.[Na+].[Na+].Cl[C:50]1[N:54]=[C:53](Cl)[S:52][N:51]=1.[Na+].[Cl-].[NH:58]1[CH:62]=[CH:61][N:60]=[CH:59]1.[Na].C(OC(C)=O)(C)C, predict the reaction product. The product is: [C:27]([O:26][C:24](=[O:25])[N:11]([CH2:10][C:8]1[CH:7]=[CH:6][C:5]2[O:1][CH2:2][O:3][C:4]=2[CH:9]=1)[CH2:12][CH2:13][CH2:14][N:33]([C:53]1[S:52][N:51]=[C:50]([N:58]2[CH:62]=[CH:61][N:60]=[CH:59]2)[N:54]=1)[CH3:31])([CH3:28])([CH3:29])[CH3:30]. (2) Given the reactants [Br:1][C:2]1[CH:10]=[CH:9][CH:8]=[C:7]2[C:3]=1[CH:4]=[N:5][NH:6]2.Br[CH2:12][C:13]1[CH:18]=[CH:17][CH:16]=[CH:15][CH:14]=1, predict the reaction product. The product is: [CH2:12]([N:5]1[CH:4]=[C:3]2[C:7]([CH:8]=[CH:9][CH:10]=[C:2]2[Br:1])=[N:6]1)[C:13]1[CH:18]=[CH:17][CH:16]=[CH:15][CH:14]=1. (3) Given the reactants [Br:1][C:2]1[N:6]=[C:5]([CH:7]=[CH2:8])[S:4][N:3]=1.[C:9]([O:13][C:14](=[O:27])[CH:15]([N:20]=[CH:21][C:22]1[S:23][CH:24]=[CH:25][N:26]=1)[CH2:16][CH:17]([CH3:19])[CH3:18])([CH3:12])([CH3:11])[CH3:10], predict the reaction product. The product is: [Br:1][C:2]1[N:6]=[C:5]([C@H:7]2[C@H:21]([C:22]3[S:23][CH:24]=[CH:25][N:26]=3)[NH:20][C@:15]([CH2:16][CH:17]([CH3:19])[CH3:18])([C:14]([O:13][C:9]([CH3:10])([CH3:11])[CH3:12])=[O:27])[CH2:8]2)[S:4][N:3]=1.